Predict the reaction yield, written as a fraction of the theoretical maximum amount of product (1.0 means a 100% yield; for example, 0.34 means a 34% yield). From a dataset of Reaction yield outcomes from USPTO patents with 853,638 reactions. (1) The reactants are [CH2:1]([N:4]([CH2:15][CH:16]=O)[C:5](=[O:14])[O:6][CH2:7][C:8]1[CH:13]=[CH:12][CH:11]=[CH:10][CH:9]=1)[CH:2]=[CH2:3].Cl.[NH2:19][OH:20].O.O.O.C([O-])(=O)C.[Na+]. The catalyst is C(#N)C.O. The product is [CH2:1]([N:4]([CH2:15][CH:16]=[N:19][OH:20])[C:5](=[O:14])[O:6][CH2:7][C:8]1[CH:13]=[CH:12][CH:11]=[CH:10][CH:9]=1)[CH:2]=[CH2:3]. The yield is 0.900. (2) The reactants are [C:1]([C:3]1[CH:11]=[C:7]([C:8]([OH:10])=O)[C:6]([OH:12])=[CH:5][CH:4]=1)#[N:2].[F:13][C:14]([F:27])([F:26])[C:15]1[CH:16]=[C:17]([CH:19]=[C:20]([C:22]([F:25])([F:24])[F:23])[CH:21]=1)[NH2:18]. No catalyst specified. The product is [F:13][C:14]([F:26])([F:27])[C:15]1[CH:16]=[C:17]([NH:18][C:8](=[O:10])[C:7]2[CH:11]=[C:3]([C:1]#[N:2])[CH:4]=[CH:5][C:6]=2[OH:12])[CH:19]=[C:20]([C:22]([F:23])([F:25])[F:24])[CH:21]=1. The yield is 0.166. (3) The reactants are [F:1][C:2]1[CH:25]=[CH:24][C:5]2[N:6]=[C:7]([C:9]3[CH:14]=[CH:13][C:12]([C:15]([N:17]4[CH2:22][CH2:21][NH:20][CH2:19][CH2:18]4)=[O:16])=[C:11]([F:23])[CH:10]=3)[O:8][C:4]=2[CH:3]=1.[OH:26][C:27]1([C:30](O)=[O:31])[CH2:29][CH2:28]1.CN(C(ON1N=NC2C=CC=CC1=2)=[N+](C)C)C.F[P-](F)(F)(F)(F)F.CCN(C(C)C)C(C)C. The catalyst is CN(C)C=O.O. The product is [F:23][C:11]1[CH:10]=[C:9]([C:7]2[O:8][C:4]3[CH:3]=[C:2]([F:1])[CH:25]=[CH:24][C:5]=3[N:6]=2)[CH:14]=[CH:13][C:12]=1[C:15]([N:17]1[CH2:22][CH2:21][N:20]([C:30]([C:27]2([OH:26])[CH2:29][CH2:28]2)=[O:31])[CH2:19][CH2:18]1)=[O:16]. The yield is 0.300. (4) The reactants are Br[C:2]1[CH:7]=[CH:6][CH:5]=[C:4]([C:8]([F:11])([F:10])[F:9])[N:3]=1.C([Li])CCC.[CH:17](=[N:21][S@:22]([C:24]([CH3:27])([CH3:26])[CH3:25])=[O:23])[CH2:18][CH2:19][CH3:20].[Cl-].[NH4+]. The product is [F:9][C:8]([F:11])([F:10])[C:4]1[N:3]=[C:2]([C@@H:17]([NH:21][S@:22]([C:24]([CH3:25])([CH3:27])[CH3:26])=[O:23])[CH2:18][CH2:19][CH3:20])[CH:7]=[CH:6][CH:5]=1. The catalyst is C(OCC)C. The yield is 0.420. (5) The reactants are O=[C:2]1[CH2:6][S:5][CH2:4][CH:3]1[C:7]#[N:8].Cl.[C:10]1([NH:16][NH2:17])[CH:15]=[CH:14][CH:13]=[CH:12][CH:11]=1. The catalyst is CCO. The product is [C:10]1([N:16]2[C:7]([NH2:8])=[C:3]3[CH2:4][S:5][CH2:6][C:2]3=[N:17]2)[CH:15]=[CH:14][CH:13]=[CH:12][CH:11]=1. The yield is 0.950. (6) The reactants are [C:1]([C:4]1[C:12]2[C:7](=[N:8][CH:9]=[C:10]([NH:13][C:14](=[O:36])[C:15]3[C:20]([F:21])=[CH:19][CH:18]=[C:17]([N:22](S(CCC)(=O)=O)[S:23]([CH2:26][CH2:27][CH3:28])(=[O:25])=[O:24])[C:16]=3[F:35])[CH:11]=2)[N:6](S(CCC)(=O)=O)[CH:5]=1)(=O)C.[NH2:43][NH2:44].[CH2:45]1COC[CH2:46]1. No catalyst specified. The product is [NH:43]1[CH:46]=[CH:45][C:1]([C:4]2[C:12]3[C:7](=[N:8][CH:9]=[C:10]([NH:13][C:14](=[O:36])[C:15]4[C:20]([F:21])=[CH:19][CH:18]=[C:17]([NH:22][S:23]([CH2:26][CH2:27][CH3:28])(=[O:25])=[O:24])[C:16]=4[F:35])[CH:11]=3)[NH:6][CH:5]=2)=[N:44]1. The yield is 0.143. (7) The reactants are [CH3:1][O:2][C:3]1[N:8]=[CH:7][C:6]([NH2:9])=[CH:5][CH:4]=1.C[Si]([N-][Si](C)(C)C)(C)C.[Li+].[CH:20]1([CH2:23][C:24]2[C:29]([C:30]3[CH:35]=[CH:34][N:33]=[C:32](S(C)=O)[N:31]=3)=[CH:28][N:27]=[C:26]([NH:39][CH3:40])[N:25]=2)[CH2:22][CH2:21]1. The catalyst is C1COCC1. The product is [CH:20]1([CH2:23][C:24]2[C:29]([C:30]3[CH:35]=[CH:34][N:33]=[C:32]([NH:9][C:6]4[CH:7]=[N:8][C:3]([O:2][CH3:1])=[CH:4][CH:5]=4)[N:31]=3)=[CH:28][N:27]=[C:26]([NH:39][CH3:40])[N:25]=2)[CH2:21][CH2:22]1. The yield is 0.460. (8) The reactants are Cl[CH2:2][CH2:3][CH2:4][Si:5]([CH2:14][C:15](=[CH2:17])[CH3:16])([CH2:10][C:11](=[CH2:13])[CH3:12])[CH2:6][C:7](=[CH2:9])[CH3:8].[C-:18]#[N:19].[Na+]. The catalyst is CN(C)C=O. The product is [C:18]([CH2:2][CH2:3][CH2:4][Si:5]([CH2:14][C:15](=[CH2:17])[CH3:16])([CH2:10][C:11](=[CH2:13])[CH3:12])[CH2:6][C:7](=[CH2:9])[CH3:8])#[N:19]. The yield is 0.950. (9) The product is [CH3:4][C:2]([C:5]1[CH:10]=[C:9]([CH2:11][OH:12])[CH:8]=[CH:7][C:6]=1[C:15]1[CH:20]=[CH:19][CH:18]=[C:17]([O:21][CH2:22][CH3:23])[CH:16]=1)([CH3:1])[CH3:3]. The reactants are [CH3:1][C:2]([C:5]1[CH:10]=[C:9]([C:11](OC)=[O:12])[CH:8]=[CH:7][C:6]=1[C:15]1[CH:20]=[CH:19][CH:18]=[C:17]([O:21][CH2:22][CH3:23])[CH:16]=1)([CH3:4])[CH3:3].[H-].[H-].[H-].[H-].[Li+].[Al+3].[OH-].[Na+]. The yield is 0.910. The catalyst is C1COCC1.